Dataset: Reaction yield outcomes from USPTO patents with 853,638 reactions. Task: Predict the reaction yield, written as a fraction of the theoretical maximum amount of product (1.0 means a 100% yield; for example, 0.34 means a 34% yield). (1) The reactants are [NH2:1][CH2:2][C:3]1[CH:11]=[CH:10][C:6]([C:7]([OH:9])=[O:8])=[CH:5][CH:4]=1.C(N(CC)CC)C.[F:19][C:20]([F:31])([F:30])[C:21](O[C:21](=[O:22])[C:20]([F:31])([F:30])[F:19])=[O:22].C(=O)(O)[O-].[Na+].Cl. The catalyst is ClCCl. The product is [F:19][C:20]([F:31])([F:30])[C:21]([NH:1][CH2:2][C:3]1[CH:4]=[CH:5][C:6]([C:7]([OH:9])=[O:8])=[CH:10][CH:11]=1)=[O:22]. The yield is 0.878. (2) The reactants are CC(OC([N:8]1[CH2:13][CH2:12][C:11](=[C:14]([C:28]2[CH:33]=[CH:32][CH:31]=[CH:30][C:29]=2[NH2:34])[C:15]2[CH:20]=[CH:19][C:18]([C:21]([N:23]([CH2:26][CH3:27])[CH2:24][CH3:25])=[O:22])=[CH:17][CH:16]=2)[CH2:10][CH2:9]1)=O)(C)C.Br[C:36]1[CH:41]=[CH:40][CH:39]=[CH:38][CH:37]=1.[CH3:42]C([O-])(C)C.[Na+].[H-].[Na+].CI.C(O)(C(F)(F)F)=O. The catalyst is C1(C)C=CC=CC=1.CN(C=O)C.C1C=CC(/C=C/C(/C=C/C2C=CC=CC=2)=O)=CC=1.C1C=CC(/C=C/C(/C=C/C2C=CC=CC=2)=O)=CC=1.C1C=CC(/C=C/C(/C=C/C2C=CC=CC=2)=O)=CC=1.[Pd].[Pd]. The product is [CH2:24]([N:23]([CH2:26][CH3:27])[C:21](=[O:22])[C:18]1[CH:19]=[CH:20][C:15]([C:14]([C:28]2[CH:33]=[CH:32][CH:31]=[CH:30][C:29]=2[N:34]([CH3:42])[C:36]2[CH:41]=[CH:40][CH:39]=[CH:38][CH:37]=2)=[C:11]2[CH2:12][CH2:13][NH:8][CH2:9][CH2:10]2)=[CH:16][CH:17]=1)[CH3:25]. The yield is 0.340. (3) The reactants are [NH2:1][C:2]1[N:3]([CH3:24])[C:4](=[O:23])[C:5]2([C:15]3[C:10](=[CH:11][CH:12]=[C:13](Br)[CH:14]=3)[O:9][CH:8]([CH:17]3[CH2:22][CH2:21][CH2:20][O:19][CH2:18]3)[CH2:7]2)[N:6]=1.[C:25]([C:27]1[CH:28]=[C:29](B(O)O)[CH:30]=[CH:31][CH:32]=1)#[N:26]. The catalyst is O1CCOCC1.C([O-])([O-])=O.[Cs+].[Cs+].Cl[Pd](Cl)([P](C1C=CC=CC=1)(C1C=CC=CC=1)C1C=CC=CC=1)[P](C1C=CC=CC=1)(C1C=CC=CC=1)C1C=CC=CC=1. The product is [NH2:1][C:2]1[N:3]([CH3:24])[C:4](=[O:23])[C:5]2([C:15]3[C:10](=[CH:11][CH:12]=[C:13]([C:31]4[CH:32]=[C:27]([CH:28]=[CH:29][CH:30]=4)[C:25]#[N:26])[CH:14]=3)[O:9][CH:8]([CH:17]3[CH2:22][CH2:21][CH2:20][O:19][CH2:18]3)[CH2:7]2)[N:6]=1. The yield is 0.100. (4) The reactants are [CH2:1]([C:3]1[C:8](=[O:9])[NH:7][C:6]([CH3:10])=[C:5]([C:11]2[S:15][C:14]([S:16](Cl)(=[O:18])=[O:17])=[CH:13][CH:12]=2)[CH:4]=1)[CH3:2].[NH2:20][CH2:21][CH2:22][CH2:23][N:24]1[CH2:28][CH2:27][CH2:26][C:25]1=[O:29]. No catalyst specified. The product is [O:29]=[C:25]1[CH2:26][CH2:27][CH2:28][N:24]1[CH2:23][CH2:22][CH2:21][NH:20][S:16]([C:14]1[S:15][C:11]([C:5]2[CH:4]=[C:3]([CH2:1][CH3:2])[C:8](=[O:9])[NH:7][C:6]=2[CH3:10])=[CH:12][CH:13]=1)(=[O:18])=[O:17]. The yield is 0.690. (5) The yield is 0.520. The product is [CH2:22]([O:15][C:14]1[C:9]([C:8]([NH:7][CH2:6][C:5]2[CH:4]=[CH:3][C:2]([F:1])=[CH:21][CH:20]=2)=[O:19])=[CH:10][N:11]=[C:12]([CH3:18])[C:13]=1[O:16][CH3:17])[C:23]1[CH:28]=[CH:27][CH:26]=[CH:25][CH:24]=1. The reactants are [F:1][C:2]1[CH:21]=[CH:20][C:5]([CH2:6][NH:7][C:8](=[O:19])[C:9]2[C:14]([OH:15])=[C:13]([O:16][CH3:17])[C:12]([CH3:18])=[N:11][CH:10]=2)=[CH:4][CH:3]=1.[CH2:22](O)[C:23]1[CH:28]=[CH:27][CH:26]=[CH:25][CH:24]=1.C(P(CCCC)CCCC)CCC.N(C(OC(C)C)=O)=NC(OC(C)C)=O.C1(C)C=CC=CC=1. The catalyst is O1CCCC1. (6) The reactants are [CH:1]([O:4][C:5]1[CH:13]=[CH:12][C:11]([S:14]([CH3:17])(=[O:16])=[O:15])=[CH:10][C:6]=1[C:7]([OH:9])=O)([CH3:3])[CH3:2].Cl.[CH3:19][C:20]1[N:21]=[C:22]([N:29]2[CH2:34][CH2:33][NH:32][CH2:31][CH2:30]2)[S:23][C:24]=1[C:25]([F:28])([F:27])[F:26]. No catalyst specified. The product is [CH:1]([O:4][C:5]1[CH:13]=[CH:12][C:11]([S:14]([CH3:17])(=[O:16])=[O:15])=[CH:10][C:6]=1[C:7]([N:32]1[CH2:33][CH2:34][N:29]([C:22]2[S:23][C:24]([C:25]([F:28])([F:26])[F:27])=[C:20]([CH3:19])[N:21]=2)[CH2:30][CH2:31]1)=[O:9])([CH3:2])[CH3:3]. The yield is 0.520. (7) The reactants are C1(P(C2C=CC=CC=2)(C2C=CC=CC=2)=[CH:8][C:9]([O:11][CH2:12][CH3:13])=[O:10])C=CC=CC=1.[CH:26]1([CH:30]=O)[CH2:29][CH2:28][CH2:27]1. The catalyst is ClCCl. The product is [CH:26]1(/[CH:30]=[CH:8]/[C:9]([O:11][CH2:12][CH3:13])=[O:10])[CH2:27][CH2:28][CH2:29]1. The yield is 0.230. (8) The reactants are [F:1][C:2]1[CH:7]=[CH:6][C:5]([S:8](Cl)(=[O:10])=[O:9])=[CH:4][CH:3]=1.Cl.[S:13]1[CH:17]=[CH:16][N:15]=[C:14]1[C:18]1[CH:25]=[CH:24][C:21]([CH2:22][NH2:23])=[CH:20][CH:19]=1.Cl.C1(C2N=NC(CN)=CC=2)C=CC=CC=1. No catalyst specified. The product is [F:1][C:2]1[CH:7]=[CH:6][C:5]([S:8]([NH:23][CH2:22][C:21]2[CH:20]=[CH:19][C:18]([C:14]3[S:13][CH:17]=[CH:16][N:15]=3)=[CH:25][CH:24]=2)(=[O:10])=[O:9])=[CH:4][CH:3]=1. The yield is 0.850.